Dataset: Reaction yield outcomes from USPTO patents with 853,638 reactions. Task: Predict the reaction yield, written as a fraction of the theoretical maximum amount of product (1.0 means a 100% yield; for example, 0.34 means a 34% yield). (1) The reactants are [C:1]1([CH2:7][CH2:8][CH2:9][CH2:10][CH2:11][CH2:12][CH2:13][CH2:14][NH:15][C:16](=[O:35])[C:17]2[CH:22]=[C:21]([C:23]3[CH:28]=[CH:27][C:26]([F:29])=[C:25]([Cl:30])[CH:24]=3)[C:20]([O:31][CH2:32][CH2:33][OH:34])=[CH:19][CH:18]=2)[CH:6]=[CH:5][CH:4]=[CH:3][CH:2]=1.CC#N.C[N+]1([O-])CC[O:43]CC1.O. The catalyst is C(Cl)Cl.CCC[N+](CCC)(CCC)CCC.[O-][Ru](=O)(=O)=O.CCOC(C)=O. The product is [Cl:30][C:25]1[CH:24]=[C:23]([C:21]2[CH:22]=[C:17]([C:16](=[O:35])[NH:15][CH2:14][CH2:13][CH2:12][CH2:11][CH2:10][CH2:9][CH2:8][CH2:7][C:1]3[CH:6]=[CH:5][CH:4]=[CH:3][CH:2]=3)[CH:18]=[CH:19][C:20]=2[O:31][CH2:32][C:33]([OH:43])=[O:34])[CH:28]=[CH:27][C:26]=1[F:29]. The yield is 0.340. (2) The reactants are [Cl:1][C:2]1[N:7]=[C:6](S(C)(=O)=O)[N:5]=[C:4]([N:12]2[C:16]3[CH:17]=[C:18]([F:21])[CH:19]=[CH:20][C:15]=3[N:14]=[C:13]2[CH3:22])[CH:3]=1.[F:23][C:24]([F:33])([F:32])[C:25]1[CH:31]=[CH:30][C:28]([NH2:29])=[CH:27][CH:26]=1.CN(C=O)C.CCC([O-])(C)C.[Na+]. The catalyst is C1COCC1. The product is [Cl:1][C:2]1[CH:3]=[C:4]([N:12]2[C:16]3[CH:17]=[C:18]([F:21])[CH:19]=[CH:20][C:15]=3[N:14]=[C:13]2[CH3:22])[N:5]=[C:6]([NH:29][C:28]2[CH:30]=[CH:31][C:25]([C:24]([F:23])([F:32])[F:33])=[CH:26][CH:27]=2)[N:7]=1. The yield is 0.850. (3) The reactants are [CH2:1]([NH:3][C:4]1[N:9]=[C:8]([C:10]2[C:11]([C:24]3[CH:25]=[C:26]([NH:30][S:31]([C:34]4[CH:39]=[C:38]([F:40])[CH:37]=[CH:36][C:35]=4[F:41])(=[O:33])=[O:32])[CH:27]=[CH:28][CH:29]=3)=[N:12][N:13](CC3C=CC(OC)=CC=3)[CH:14]=2)[CH:7]=[CH:6][N:5]=1)[CH3:2]. The catalyst is FC(F)(F)C(O)=O. The product is [CH2:1]([NH:3][C:4]1[N:9]=[C:8]([C:10]2[C:11]([C:24]3[CH:25]=[C:26]([NH:30][S:31]([C:34]4[CH:39]=[C:38]([F:40])[CH:37]=[CH:36][C:35]=4[F:41])(=[O:33])=[O:32])[CH:27]=[CH:28][CH:29]=3)=[N:12][NH:13][CH:14]=2)[CH:7]=[CH:6][N:5]=1)[CH3:2]. The yield is 0.220.